Task: Predict which catalyst facilitates the given reaction.. Dataset: Catalyst prediction with 721,799 reactions and 888 catalyst types from USPTO Reactant: Br[C:2]1[CH:7]=[CH:6][N:5]=[CH:4][C:3]=1[N:8]([CH3:25])[C:9](=[O:24])[C:10]1[CH:15]=[C:14]([C:16]([F:19])([F:18])[F:17])[CH:13]=[C:12]([C:20]([F:23])([F:22])[F:21])[CH:11]=1.[CH3:26][C:27]1[CH:28]=[N:29][CH:30]=[CH:31][C:32]=1B(O)O. Product: [CH3:25][N:8]([C:3]1[CH:4]=[N:5][CH:6]=[CH:7][C:2]=1[C:32]1[CH:31]=[CH:30][N:29]=[CH:28][C:27]=1[CH3:26])[C:9](=[O:24])[C:10]1[CH:15]=[C:14]([C:16]([F:19])([F:18])[F:17])[CH:13]=[C:12]([C:20]([F:23])([F:22])[F:21])[CH:11]=1. The catalyst class is: 3.